From a dataset of Blood-brain barrier penetration binary classification data from Martins et al.. Regression/Classification. Given a drug SMILES string, predict its absorption, distribution, metabolism, or excretion properties. Task type varies by dataset: regression for continuous measurements (e.g., permeability, clearance, half-life) or binary classification for categorical outcomes (e.g., BBB penetration, CYP inhibition). Dataset: bbb_martins. (1) The drug is [CH2-][CH-]C. The result is 1 (penetrates BBB). (2) The drug is Cc1nc2n(n1)C(N1CCN(C)CC1)=Nc1ccccc1C2. The result is 1 (penetrates BBB).